From a dataset of Full USPTO retrosynthesis dataset with 1.9M reactions from patents (1976-2016). Predict the reactants needed to synthesize the given product. (1) Given the product [C:20]([O:19][C@@H:8]1[C@@H:9]([O:15][C:16](=[O:18])[CH3:17])[C@H:10]([O:11][C:12](=[O:14])[CH3:13])[C@@H:5]([S:43][CH3:42])[O:6][C@H:7]1[C:23]1[CH:28]=[CH:27][C:26]([Cl:29])=[C:25]([CH2:30][C:31]2[CH:40]=[CH:39][C:34]3[O:35][CH2:36][CH2:37][O:38][C:33]=3[CH:32]=2)[CH:24]=1)(=[O:22])[CH3:21], predict the reactants needed to synthesize it. The reactants are: C(O[CH:5]1[C@@H:10]([O:11][C:12](=[O:14])[CH3:13])[C@H:9]([O:15][C:16](=[O:18])[CH3:17])[C@@H:8]([O:19][C:20](=[O:22])[CH3:21])[C@H:7]([C:23]2[CH:28]=[CH:27][C:26]([Cl:29])=[C:25]([CH2:30][C:31]3[CH:40]=[CH:39][C:34]4[O:35][CH2:36][CH2:37][O:38][C:33]=4[CH:32]=3)[CH:24]=2)[O:6]1)(=O)C.N[C:42](N)=[S:43].[Si](OS(C(F)(F)F)(=O)=O)(C)(C)C.CI.CCN(C(C)C)C(C)C. (2) Given the product [F:3][C:4]1[CH:9]=[CH:8][C:7]([N:10]2[C:14]3[N:15]=[C:16]([CH:18]([CH3:20])[CH3:19])[S:17][C:13]=3[C:12]([CH2:21][OH:22])=[N:11]2)=[CH:6][CH:5]=1, predict the reactants needed to synthesize it. The reactants are: [BH4-].[Na+].[F:3][C:4]1[CH:9]=[CH:8][C:7]([N:10]2[C:14]3[N:15]=[C:16]([CH:18]([CH3:20])[CH3:19])[S:17][C:13]=3[C:12]([C:21](OC)=[O:22])=[N:11]2)=[CH:6][CH:5]=1.[Cl-].[Ca+2].[Cl-].C1COCC1.